From a dataset of Reaction yield outcomes from USPTO patents with 853,638 reactions. Predict the reaction yield, written as a fraction of the theoretical maximum amount of product (1.0 means a 100% yield; for example, 0.34 means a 34% yield). The reactants are [CH3:1][CH2:2][Mg+].[Br-].C1COCC1.[Si:10]([O:17][CH2:18][CH:19]([C:22]1[CH:27]=[CH:26][C:25]([Cl:28])=[CH:24][CH:23]=1)[C:20]#[N:21])([C:13]([CH3:16])([CH3:15])[CH3:14])([CH3:12])[CH3:11].[OH-].[Na+]. The catalyst is CCOCC.C(Cl)Cl. The product is [Si:10]([O:17][CH2:18][CH:19]([C:20]1([NH2:21])[CH2:2][CH2:1]1)[C:22]1[CH:23]=[CH:24][C:25]([Cl:28])=[CH:26][CH:27]=1)([C:13]([CH3:15])([CH3:16])[CH3:14])([CH3:12])[CH3:11]. The yield is 0.670.